From a dataset of Peptide-MHC class II binding affinity with 134,281 pairs from IEDB. Regression. Given a peptide amino acid sequence and an MHC pseudo amino acid sequence, predict their binding affinity value. This is MHC class II binding data. The peptide sequence is TSICSLYQLENYCN. The binding affinity (normalized) is 0.0826. The MHC is DRB1_0401 with pseudo-sequence DRB1_0401.